Dataset: Reaction yield outcomes from USPTO patents with 853,638 reactions. Task: Predict the reaction yield, written as a fraction of the theoretical maximum amount of product (1.0 means a 100% yield; for example, 0.34 means a 34% yield). (1) The reactants are C([O:8][N:9]1[C:15](=[O:16])[N:14]2[CH2:17][C@H:10]1[CH2:11][CH2:12][C@H:13]2[C:18]([NH:20][O:21][CH3:22])=[O:19])C1C=CC=CC=1. The catalyst is CO.[Pd]. The product is [OH:8][N:9]1[C:15](=[O:16])[N:14]2[CH2:17][C@H:10]1[CH2:11][CH2:12][C@H:13]2[C:18]([NH:20][O:21][CH3:22])=[O:19]. The yield is 1.00. (2) The reactants are [CH:1]1([C:4]2[N:9]=[C:8]([C:10]([NH:12][C:13]3[C:14]([C:19](O)=[O:20])=[N:15][N:16]([CH3:18])[CH:17]=3)=[O:11])[C:7]([NH:22][C:23]3[CH:24]=[N:25][CH:26]=[N:27][CH:28]=3)=[CH:6][CH:5]=2)[CH2:3][CH2:2]1.CN1CCOCC1.CN(C(ON1N=NC2C=CC=CC1=2)=[N+](C)C)C.F[P-](F)(F)(F)(F)F.[CH3:60][C:61]1([CH3:66])[CH2:65][CH2:64][CH2:63][NH:62]1. The catalyst is CN(C=O)C. The product is [CH:1]1([C:4]2[N:9]=[C:8]([C:10](=[N:12][C:13]3[C:14]([C:19]([N:62]4[CH2:63][CH2:64][CH2:65][C:61]4([CH3:66])[CH3:60])=[O:20])=[N:15][N:16]([CH3:18])[CH:17]=3)[OH:11])[C:7]([NH:22][C:23]3[CH:28]=[N:27][CH:26]=[N:25][CH:24]=3)=[CH:6][CH:5]=2)[CH2:3][CH2:2]1. The yield is 0.0600. (3) The reactants are FC(F)(F)S(O[C:7]1[C@@:11]2([CH3:28])[CH2:12][CH2:13][C@H:14]3[C@H:23]([C@@H:10]2[CH2:9][CH:8]=1)[CH2:22][CH:21]=[C:20]1[C@:15]3([CH3:27])[CH2:16][CH2:17]C(=O)[N:19]1[CH2:24][CH3:25])(=O)=O.[N:31]1[CH:36]=[CH:35][CH:34]=[C:33](B(O)O)[CH:32]=1.[C:40](=[O:43])([O-])[O-].[Cs+].[Cs+].O. The catalyst is O1CCOCC1.Cl[Pd](Cl)([P](C1C=CC=CC=1)(C1C=CC=CC=1)C1C=CC=CC=1)[P](C1C=CC=CC=1)(C1C=CC=CC=1)C1C=CC=CC=1. The product is [CH2:24]([N:19]1[C:20]2[C@@:15]([CH3:27])([C@H:14]3[CH2:13][CH2:12][C@@:11]4([CH3:28])[C@@H:10]([CH2:9][CH:8]=[C:7]4[C:33]4[CH:32]=[N:31][CH:36]=[CH:35][CH:34]=4)[C@@H:23]3[CH2:22][CH:21]=2)[CH2:16][CH2:17][C:40]1=[O:43])[CH3:25]. The yield is 0.240. (4) The reactants are [C:1]([C:3]1[C:4]2[C:8]([CH:9]=[CH:10][CH:11]=1)=[N:7][N:6]1[C:12]([CH:17]3[CH2:22][CH2:21][N:20](C(OC(C)(C)C)=O)[CH2:19][CH2:18]3)=[CH:13][C:14](=[O:16])[NH:15][C:5]=21)#[N:2].[ClH:30]. The catalyst is O1CCOCC1. The product is [ClH:30].[O:16]=[C:14]1[CH:13]=[C:12]([CH:17]2[CH2:22][CH2:21][NH:20][CH2:19][CH2:18]2)[N:6]2[N:7]=[C:8]3[C:4]([C:3]([C:1]#[N:2])=[CH:11][CH:10]=[CH:9]3)=[C:5]2[NH:15]1. The yield is 0.920. (5) The reactants are N=C=N.[N:4]1[CH:9]=[CH:8][CH:7]=[C:6]([CH2:10][CH2:11][NH2:12])[CH:5]=1.[Cl:13][C:14]1[CH:15]=[C:16]([C:20]#[C:21][C:22](O)=[O:23])[CH:17]=[CH:18][CH:19]=1. The catalyst is C(Cl)Cl. The product is [Cl:13][C:14]1[CH:15]=[C:16]([C:20]#[C:21][C:22]([NH:12][CH2:11][CH2:10][C:6]2[CH:5]=[N:4][CH:9]=[CH:8][CH:7]=2)=[O:23])[CH:17]=[CH:18][CH:19]=1. The yield is 0.800.